From a dataset of HIV replication inhibition screening data with 41,000+ compounds from the AIDS Antiviral Screen. Binary Classification. Given a drug SMILES string, predict its activity (active/inactive) in a high-throughput screening assay against a specified biological target. (1) The compound is C=CCNC(=S)Nc1ccccn1. The result is 0 (inactive). (2) The molecule is O=C(O)C1CC2C3CC(C(=O)O)C(C3)C2C1. The result is 0 (inactive). (3) The molecule is COC(=O)c1cc(C(c2cc(C(=O)OC)c(OC)c(Br)c2C)C(Cl)(Cl)Cl)c(C)c(Br)c1OC. The result is 0 (inactive). (4) The drug is NC(CCCC(N)P(=O)(O)O)C(=O)O. The result is 0 (inactive). (5) The result is 0 (inactive). The drug is CS1(=O)=NC(=NC(=O)Nc2ccccc2)c2ccccc21.